Dataset: Full USPTO retrosynthesis dataset with 1.9M reactions from patents (1976-2016). Task: Predict the reactants needed to synthesize the given product. Given the product [C:53]([O:52][C:51](=[O:57])[NH:50][C:42]1([C:39]2[CH:38]=[CH:37][C:36]([C:30]3[C:29]([C:58]4[CH:59]=[CH:60][CH:61]=[CH:62][CH:63]=4)=[CH:28][C:27]4[C:26]5=[N:24][N:25]=[C:7]([C:5]6[N:4]=[CH:3][N:2]([CH3:1])[CH:6]=6)[N:35]5[CH:34]=[CH:33][C:32]=4[N:31]=3)=[CH:41][CH:40]=2)[CH2:45][C:44]2([O:46][CH2:47][CH2:48][O:49]2)[CH2:43]1)([CH3:56])([CH3:54])[CH3:55], predict the reactants needed to synthesize it. The reactants are: [CH3:1][N:2]1[CH:6]=[C:5]([C:7](O)=O)[N:4]=[CH:3]1.C(Cl)CCl.C1C=CC2N(O)N=NC=2C=1.[NH:24]([C:26]1[N:35]=[CH:34][CH:33]=[C:32]2[C:27]=1[CH:28]=[C:29]([C:58]1[CH:63]=[CH:62][CH:61]=[CH:60][CH:59]=1)[C:30]([C:36]1[CH:41]=[CH:40][C:39]([C:42]3([NH:50][C:51](=[O:57])[O:52][C:53]([CH3:56])([CH3:55])[CH3:54])[CH2:45][C:44]4([O:49][CH2:48][CH2:47][O:46]4)[CH2:43]3)=[CH:38][CH:37]=1)=[N:31]2)[NH2:25].C(O)(=O)C.